From a dataset of Forward reaction prediction with 1.9M reactions from USPTO patents (1976-2016). Predict the product of the given reaction. (1) Given the reactants Cl[C:2]1[N:19]=[C:5]2[C:6]([C:10]3[CH:15]=[CH:14][CH:13]=[C:12]([O:16][CH3:17])[C:11]=3[F:18])=[CH:7][CH:8]=[CH:9][N:4]2[N:3]=1.[C:20]([O:24][C:25]([N:27]1[CH2:32][CH2:31][CH:30]([C:33]2[CH:38]=[CH:37][C:36]([NH2:39])=[CH:35][CH:34]=2)[CH2:29][CH2:28]1)=[O:26])([CH3:23])([CH3:22])[CH3:21], predict the reaction product. The product is: [C:20]([O:24][C:25]([N:27]1[CH2:32][CH2:31][CH:30]([C:33]2[CH:38]=[CH:37][C:36]([NH:39][C:2]3[N:19]=[C:5]4[C:6]([C:10]5[CH:15]=[CH:14][CH:13]=[C:12]([O:16][CH3:17])[C:11]=5[F:18])=[CH:7][CH:8]=[CH:9][N:4]4[N:3]=3)=[CH:35][CH:34]=2)[CH2:29][CH2:28]1)=[O:26])([CH3:23])([CH3:21])[CH3:22]. (2) Given the reactants C(O[C@@H:5]1[C@H:10]([O:11][C:12](=[O:14])[CH3:13])[C@@H:9]([O:15][C:16](=[O:18])[CH3:17])[C@H:8]([O:19][C:20](=[O:22])[CH3:21])[C@@H:7]([CH2:23][O:24][C:25](=[O:27])[CH3:26])[O:6]1)(=O)C.[CH2:28]([OH:35])[C:29]1[CH:34]=[CH:33][CH:32]=[CH:31][CH:30]=1.B(F)(F)F, predict the reaction product. The product is: [C:20]([O:19][C@H:8]1[C@H:9]([O:15][C:16](=[O:18])[CH3:17])[C@@H:10]([O:11][C:12](=[O:14])[CH3:13])[C@H:5]([O:35][CH2:28][C:29]2[CH:34]=[CH:33][CH:32]=[CH:31][CH:30]=2)[O:6][C@@H:7]1[CH2:23][O:24][C:25](=[O:27])[CH3:26])(=[O:22])[CH3:21]. (3) Given the reactants [CH2:1]([N:4]1[CH2:9][CH2:8][N:7]([C:10]2[CH:18]=[CH:17][C:13]([C:14](O)=[O:15])=[CH:12][CH:11]=2)[CH2:6][CH2:5]1)[CH2:2][CH3:3].C(Cl)(=O)C([Cl:22])=O, predict the reaction product. The product is: [CH2:1]([N:4]1[CH2:9][CH2:8][N:7]([C:10]2[CH:18]=[CH:17][C:13]([C:14]([Cl:22])=[O:15])=[CH:12][CH:11]=2)[CH2:6][CH2:5]1)[CH2:2][CH3:3]. (4) Given the reactants C([O:8][C:9]1[CH:14]=[C:13]([O:15][CH2:16][CH2:17][CH2:18][CH2:19][CH2:20][C:21]([CH3:25])([C:23]#[N:24])[CH3:22])[C:12]([CH2:26][CH3:27])=[CH:11][C:10]=1[C:28]1[CH:33]=[CH:32][C:31]([F:34])=[CH:30][CH:29]=1)C1C=CC=CC=1.[H][H], predict the reaction product. The product is: [CH2:26]([C:12]1[C:13]([O:15][CH2:16][CH2:17][CH2:18][CH2:19][CH2:20][C:21]([CH3:25])([CH3:22])[CH2:23][NH2:24])=[CH:14][C:9]([OH:8])=[C:10]([C:28]2[CH:33]=[CH:32][C:31]([F:34])=[CH:30][CH:29]=2)[CH:11]=1)[CH3:27]. (5) Given the reactants [N:1]([CH2:4][CH:5]([NH:9][C:10](=[O:19])[O:11][CH2:12][C:13]1[CH:18]=[CH:17][CH:16]=[CH:15][CH:14]=1)[CH:6]([CH3:8])[CH3:7])=[N+]=[N-].C1(P(C2C=CC=CC=2)C2C=CC=CC=2)C=CC=CC=1.O.C(OCC)(=O)C, predict the reaction product. The product is: [NH2:1][CH2:4][CH:5]([NH:9][C:10](=[O:19])[O:11][CH2:12][C:13]1[CH:18]=[CH:17][CH:16]=[CH:15][CH:14]=1)[CH:6]([CH3:8])[CH3:7].